Task: Predict the reactants needed to synthesize the given product.. Dataset: Full USPTO retrosynthesis dataset with 1.9M reactions from patents (1976-2016) (1) Given the product [Cl:1][C:2]1[CH:41]=[CH:40][C:5]2[NH:6][C:7]([C@@H:9]([NH:14][C:15](=[O:39])[C:16]3[CH:21]=[CH:20][C:19]([C:22]([N:24]4[CH2:28][CH2:27][CH2:26][C@H:25]4[CH2:29][NH2:30])=[O:23])=[C:18]([Cl:38])[CH:17]=3)[CH2:10][CH2:11][S:12][CH3:13])=[N:8][C:4]=2[CH:3]=1, predict the reactants needed to synthesize it. The reactants are: [Cl:1][C:2]1[CH:41]=[CH:40][C:5]2[NH:6][C:7]([C@@H:9]([NH:14][C:15](=[O:39])[C:16]3[CH:21]=[CH:20][C:19]([C:22]([N:24]4[CH2:28][CH2:27][CH2:26][C@H:25]4[CH2:29][NH:30]C(OC(C)(C)C)=O)=[O:23])=[C:18]([Cl:38])[CH:17]=3)[CH2:10][CH2:11][S:12][CH3:13])=[N:8][C:4]=2[CH:3]=1.FC(F)(F)C(O)=O.ClCCl.CO.N.ClCl. (2) Given the product [F:15][C:2]([F:1])([F:14])[C:3](=[O:13])[CH2:4][C:5]([C:7]1[CH:8]=[N:9][CH:10]=[CH:11][CH:12]=1)=[O:6].[Cl:16][C:17]1[N:18]=[N:19][C:20]([N:23]2[C:5]([C:7]3[CH:8]=[N:9][CH:10]=[CH:11][CH:12]=3)([OH:6])[CH2:4][C:3]([C:2]([F:15])([F:14])[F:1])=[N:24]2)=[CH:21][CH:22]=1, predict the reactants needed to synthesize it. The reactants are: [F:1][C:2]([F:15])([F:14])[C:3](=[O:13])[CH2:4][C:5]([C:7]1[CH:8]=[N:9][CH:10]=[CH:11][CH:12]=1)=[O:6].[Cl:16][C:17]1[N:18]=[N:19][C:20]([NH:23][NH2:24])=[CH:21][CH:22]=1.Cl. (3) Given the product [Br:1][C:2]1[CH:3]=[C:4]2[C:9](=[CH:10][CH:11]=1)[N:8]=[CH:7][C:6]([C:12]([CH:14]1[CH2:16][CH2:15]1)=[O:13])=[C:5]2[NH:18][C@@H:19]1[CH2:24][CH2:23][C@H:22]([NH:25][C:26](=[O:32])[O:27][C:28]([CH3:30])([CH3:29])[CH3:31])[CH2:21][CH2:20]1, predict the reactants needed to synthesize it. The reactants are: [Br:1][C:2]1[CH:3]=[C:4]2[C:9](=[CH:10][CH:11]=1)[N:8]=[CH:7][C:6]([C:12]([CH:14]1[CH2:16][CH2:15]1)=[O:13])=[C:5]2Cl.[NH2:18][C@@H:19]1[CH2:24][CH2:23][C@H:22]([NH:25][C:26](=[O:32])[O:27][C:28]([CH3:31])([CH3:30])[CH3:29])[CH2:21][CH2:20]1. (4) The reactants are: C([O:3][C:4]([CH:6]1[CH2:11][CH2:10][C:9]([C:13]2[CH:18]=[CH:17][C:16]([Cl:19])=[CH:15][N:14]=2)(O)[CH2:8][CH2:7]1)=[O:5])C.S(=O)(=O)(O)O. Given the product [Cl:19][C:16]1[CH:17]=[CH:18][C:13]([C:9]2[CH2:10][CH2:11][CH:6]([C:4]([OH:5])=[O:3])[CH2:7][CH:8]=2)=[N:14][CH:15]=1, predict the reactants needed to synthesize it. (5) Given the product [C:26]([O:30][C:31]([N:33]1[CH2:39][CH2:38][C:37]2[C:40]([NH:45][CH2:46][C:47]3[CH:52]=[CH:51][C:50]([C:53](=[O:54])[NH:4][CH2:1][CH2:2][CH3:3])=[C:49]([F:56])[CH:48]=3)=[C:41]([Cl:44])[CH:42]=[CH:43][C:36]=2[CH2:35][CH2:34]1)=[O:32])([CH3:28])([CH3:27])[CH3:29], predict the reactants needed to synthesize it. The reactants are: [CH2:1]([NH2:4])[CH2:2][CH3:3].C1C=CC2N(O)N=NC=2C=1.C(NC(C)C)(C)C.C(Cl)CCl.[C:26]([O:30][C:31]([N:33]1[CH2:39][CH2:38][C:37]2[C:40]([NH:45][CH2:46][C:47]3[CH:52]=[CH:51][C:50]([C:53](O)=[O:54])=[C:49]([F:56])[CH:48]=3)=[C:41]([Cl:44])[CH:42]=[CH:43][C:36]=2[CH2:35][CH2:34]1)=[O:32])([CH3:29])([CH3:28])[CH3:27].